Task: Predict the reactants needed to synthesize the given product.. Dataset: Full USPTO retrosynthesis dataset with 1.9M reactions from patents (1976-2016) Given the product [CH2:17]([O:16][C:4]1[C:5]([NH:8][C:9]2[CH:14]=[CH:13][CH:12]=[C:11]([CH3:15])[N:10]=2)=[N:6][CH:7]=[C:2]([CH3:19])[CH:3]=1)[CH3:18], predict the reactants needed to synthesize it. The reactants are: Br[C:2]1[CH:3]=[C:4]([O:16][CH2:17][CH3:18])[C:5]([NH:8][C:9]2[CH:14]=[CH:13][CH:12]=[C:11]([CH3:15])[N:10]=2)=[N:6][CH:7]=1.[CH3:19]B(O)O.[F-].[Cs+].